This data is from Forward reaction prediction with 1.9M reactions from USPTO patents (1976-2016). The task is: Predict the product of the given reaction. (1) Given the reactants Br[C:2]1[CH:7]=[CH:6][CH:5]=[CH:4][C:3]=1[C:8]1[CH:13]=[CH:12][CH:11]=[C:10]([C:14]2[NH:18][N:17]=[N:16][N:15]=2)[CH:9]=1.[CH2:19]([O:26][C:27]1[CH:32]=[CH:31][C:30]([Cl:33])=[CH:29][C:28]=1B(O)O)[C:20]1[CH:25]=[CH:24][CH:23]=[CH:22][CH:21]=1.C(=O)([O-])[O-].[K+].[K+].C1(C)C=CC=CC=1.C(O)C, predict the reaction product. The product is: [CH2:19]([O:26][C:27]1[CH:28]=[CH:29][C:30]([Cl:33])=[CH:31][C:32]=1[C:2]1[C:3]([C:8]2[CH:13]=[CH:12][CH:11]=[C:10]([C:14]3[NH:18][N:17]=[N:16][N:15]=3)[CH:9]=2)=[CH:4][CH:5]=[CH:6][CH:7]=1)[C:20]1[CH:21]=[CH:22][CH:23]=[CH:24][CH:25]=1. (2) Given the reactants [CH2:1]([N:8]1[C:12]([C:13]([F:16])([F:15])[F:14])=[C:11](Br)[C:10]([C:18]2[CH:23]=[CH:22][C:21]([Cl:24])=[CH:20][CH:19]=2)=[C:9]1[C:25]([N:27]([CH2:29][C:30]([CH3:33])([CH3:32])[CH3:31])[CH3:28])=[O:26])[C:2]1[CH:7]=[CH:6][CH:5]=[CH:4][CH:3]=1.[CH3:34][S:35]([O-:37])=[O:36].[Na+].CS(C)=O.CNCCNC, predict the reaction product. The product is: [CH2:1]([N:8]1[C:12]([C:13]([F:16])([F:15])[F:14])=[C:11]([S:35]([CH3:34])(=[O:37])=[O:36])[C:10]([C:18]2[CH:23]=[CH:22][C:21]([Cl:24])=[CH:20][CH:19]=2)=[C:9]1[C:25]([N:27]([CH2:29][C:30]([CH3:33])([CH3:32])[CH3:31])[CH3:28])=[O:26])[C:2]1[CH:7]=[CH:6][CH:5]=[CH:4][CH:3]=1. (3) The product is: [N:14]1([CH2:13][C@@H:12]2[CH2:11][CH2:10][N:9]([C@H:34]([C:28]3[CH:33]=[CH:32][CH:31]=[CH:30][CH:29]=3)[CH3:3])[C@@H:8]2[C:6]([NH2:1])=[O:5])[CH2:19][CH2:18][O:17][CH2:16][CH2:15]1. Given the reactants [NH4+:1].[Cl-].[CH4:3].C[O:5][C:6]([C@@H:8]1[C@H:12]([CH2:13][N:14]2[CH2:19][CH2:18][O:17][CH2:16][CH2:15]2)[CH2:11][CH2:10][N:9]1[C@H](C1C=CC=CC=1)C)=O.[C:28]1([CH3:34])[CH:33]=[CH:32][CH:31]=[CH:30][CH:29]=1, predict the reaction product.